This data is from Catalyst prediction with 721,799 reactions and 888 catalyst types from USPTO. The task is: Predict which catalyst facilitates the given reaction. Reactant: [CH3:1][C:2]1([CH3:10])[C:6](=[O:7])[CH:5]([CH3:8])[NH:4][C:3]1=[O:9].Br[C:12]1[CH:19]=[CH:18][C:15]([C:16]#[N:17])=[C:14]([F:20])[C:13]=1[CH3:21].C(=O)([O-])[O-].[Cs+].[Cs+].C1(P(C2C=CC=CC=2)C2C3OC4C(=CC=CC=4P(C4C=CC=CC=4)C4C=CC=CC=4)C(C)(C)C=3C=CC=2)C=CC=CC=1. Product: [F:20][C:14]1[C:13]([CH3:21])=[C:12]([N:4]2[CH:5]([CH3:8])[C:6](=[O:7])[C:2]([CH3:10])([CH3:1])[C:3]2=[O:9])[CH:19]=[CH:18][C:15]=1[C:16]#[N:17]. The catalyst class is: 110.